Dataset: Full USPTO retrosynthesis dataset with 1.9M reactions from patents (1976-2016). Task: Predict the reactants needed to synthesize the given product. (1) Given the product [Cl:1][C:2]1[C:7]2[C:8](=[O:12])[NH:9][CH2:10][C:6]=2[C:5]([F:13])=[C:4]([N:14]2[C@@H:18]3[CH2:19][CH2:20][CH2:21][CH2:22][C@@H:17]3[N:16]([C:23]([O:25][C:26]([CH3:29])([CH3:28])[CH3:27])=[O:24])[CH2:15]2)[N:3]=1, predict the reactants needed to synthesize it. The reactants are: [Cl:1][C:2]1[C:7]2[C:8](=[O:12])[NH:9][CH:10](O)[C:6]=2[C:5]([F:13])=[C:4]([N:14]2[C@@H:18]3[CH2:19][CH2:20][CH2:21][CH2:22][C@@H:17]3[N:16]([C:23]([O:25][C:26]([CH3:29])([CH3:28])[CH3:27])=[O:24])[CH2:15]2)[N:3]=1.N1C=CC=CC=1.CC(OC(C)=O)=O.[BH4-].[Na+]. (2) Given the product [Br:12][C:13]1[CH:18]=[CH:17][CH:16]=[C:15]2[C:14]=1[CH:19]([CH3:20])[CH2:2][C:3]2=[O:4], predict the reactants needed to synthesize it. The reactants are: C(OCC)(=O)[CH2:2][C:3](OCC)=[O:4].[Br:12][C:13]1[CH:18]=[CH:17][CH:16]=[CH:15][C:14]=1[CH:19](Br)[CH3:20].[OH-].[K+].Cl.O=S(Cl)Cl.[Al+3].[Cl-].[Cl-].[Cl-].